This data is from Full USPTO retrosynthesis dataset with 1.9M reactions from patents (1976-2016). The task is: Predict the reactants needed to synthesize the given product. (1) Given the product [CH3:18][O:17][C:14]1[CH:13]=[CH:12][C:11]([C:10]2[O:1][C:2]3[C:7]([C:8](=[O:19])[CH:9]=2)=[C:6]([O:20][CH3:21])[C:5]([O:22][CH3:23])=[C:4]([O:24][CH3:25])[CH:3]=3)=[CH:16][CH:15]=1, predict the reactants needed to synthesize it. The reactants are: [OH:1][C:2]1[C:7]([C:8](=[O:19])[CH:9]=[CH:10][C:11]2[CH:16]=[CH:15][C:14]([O:17][CH3:18])=[CH:13][CH:12]=2)=[C:6]([O:20][CH3:21])[C:5]([O:22][CH3:23])=[C:4]([O:24][CH3:25])[CH:3]=1.II. (2) Given the product [NH2:8][C:9]1[N:10]=[C:11]([O:20][CH:21]([CH3:23])[CH3:22])[C:12]2[CH:18]=[C:17]([Br:19])[CH:16]=[N:15][C:13]=2[N:14]=1, predict the reactants needed to synthesize it. The reactants are: [Na].C([NH:8][C:9]1[N:10]=[C:11]([O:20][CH:21]([CH3:23])[CH3:22])[C:12]2[CH:18]=[C:17]([Br:19])[CH:16]=[N:15][C:13]=2[N:14]=1)(=O)C(C)(C)C.C(O)(=O)C. (3) The reactants are: [C:1]1(=[O:7])[O:6][C:4](=[O:5])[CH2:3][CH2:2]1.F[C:9]1[CH:10]=[C:11]([Mg]Br)[CH:12]=[CH:13][CH:14]=1.[ClH:17].C1[CH2:22][O:21]CC1. Given the product [Cl:17][C:9]1[CH:10]=[CH:11][C:12]([O:21][CH3:22])=[C:13]([C:4](=[O:5])[CH2:3][CH2:2][C:1]([OH:6])=[O:7])[CH:14]=1, predict the reactants needed to synthesize it.